This data is from Forward reaction prediction with 1.9M reactions from USPTO patents (1976-2016). The task is: Predict the product of the given reaction. (1) The product is: [C@H:5]12[N:8]([C:9]3[N:14]=[C:13]([C:15]4[CH:16]=[C:17]([CH:39]=[CH:40][CH:41]=4)[O:18][CH2:19][CH:20]([OH:31])[CH2:21][NH:22][CH3:23])[N:12]=[C:11]4[N:42]([CH:45]5[CH2:46][CH2:47]5)[N:43]=[CH:44][C:10]=34)[C@H:1]([CH2:7][CH2:6]1)[CH2:2][O:3][CH2:4]2. Given the reactants [C@H:1]12[N:8]([C:9]3[N:14]=[C:13]([C:15]4[CH:16]=[C:17]([CH:39]=[CH:40][CH:41]=4)[O:18][CH2:19][CH:20]([O:31][Si](C(C)(C)C)(C)C)[CH2:21][N:22](C)[C:23](=O)OC(C)(C)C)[N:12]=[C:11]4[N:42]([CH:45]5[CH2:47][CH2:46]5)[N:43]=[CH:44][C:10]=34)[C@H:5]([CH2:6][CH2:7]1)[CH2:4][O:3][CH2:2]2.Cl.C(O)=O, predict the reaction product. (2) The product is: [Br:13][CH2:14][CH2:15][CH2:16][CH2:5][N:4]1[C:3](=[O:12])[C@H:2]2[C@H:6]([C@@H:7]3[CH2:10][C@H:1]2[CH:9]=[CH:8]3)[C:19]1=[O:22]. Given the reactants [C@@H:1]12[CH2:10][C@@H:7]([CH:8]=[CH:9]1)[C@@H:6]1[C@H:2]2[C:3](=[O:12])[NH:4][C:5]1=O.[Br:13][CH:14](C)[CH:15](Br)[CH3:16].[C:19]([O-:22])([O-])=O.[K+].[K+], predict the reaction product. (3) Given the reactants [CH3:1][C:2]1[CH:3]=[C:4]([CH:22]=[CH:23][C:24]=1[O:25][C:26]1[CH:31]=[CH:30][CH:29]=[CH:28][CH:27]=1)[O:5][C:6]1[CH:11]=[CH:10][N:9]=[C:8]2[NH:12][N:13]=[C:14]([NH:15][C@@H:16]3[CH2:21][CH2:20][CH2:19][NH:18][CH2:17]3)[C:7]=12.Cl.[CH:33]1([N:36]([CH3:43])[CH2:37]/[CH:38]=[CH:39]/[C:40](O)=[O:41])[CH2:35][CH2:34]1, predict the reaction product. The product is: [CH:33]1([N:36]([CH3:43])[CH2:37]/[CH:38]=[CH:39]/[C:40]([N:18]2[CH2:19][CH2:20][CH2:21][C@@H:16]([NH:15][C:14]3[C:7]4[C:8](=[N:9][CH:10]=[CH:11][C:6]=4[O:5][C:4]4[CH:22]=[CH:23][C:24]([O:25][C:26]5[CH:31]=[CH:30][CH:29]=[CH:28][CH:27]=5)=[C:2]([CH3:1])[CH:3]=4)[NH:12][N:13]=3)[CH2:17]2)=[O:41])[CH2:35][CH2:34]1. (4) Given the reactants C(Cl)(=O)C(Cl)=O.[CH3:7][O:8][C:9]1[CH:17]=[CH:16][C:12]([C:13]([OH:15])=O)=[CH:11][C:10]=1[N+:18]([O-])=O.CN(C)C=O.[CH3:26][C:27]1[CH:28]=[C:29]([CH:31]=[C:32]([CH3:34])[CH:33]=1)[NH2:30], predict the reaction product. The product is: [NH2:18][C:10]1[CH:11]=[C:12]([CH:16]=[CH:17][C:9]=1[O:8][CH3:7])[C:13]([NH:30][C:29]1[CH:31]=[C:32]([CH3:34])[CH:33]=[C:27]([CH3:26])[CH:28]=1)=[O:15]. (5) Given the reactants COC1C=CC(C[N:8]([CH:12]2[CH2:16][CH2:15][CH:14]([C:17]3[CH:21]=[C:20]([NH:22][C:23]4[CH:28]=[CH:27][CH:26]=[C:25]([C:29]([F:32])([F:31])[F:30])[CH:24]=4)[N:19](CC4C=CC(OC)=CC=4)[N:18]=3)[CH2:13]2)[C:9](=[O:11])[CH3:10])=CC=1.C(O)(C(F)(F)F)=O, predict the reaction product. The product is: [F:32][C:29]([F:30])([F:31])[C:25]1[CH:24]=[C:23]([NH:22][C:20]2[CH:21]=[C:17]([C@@H:14]3[CH2:15][CH2:16][C@H:12]([NH:8][C:9](=[O:11])[CH3:10])[CH2:13]3)[NH:18][N:19]=2)[CH:28]=[CH:27][CH:26]=1.